Regression. Given a peptide amino acid sequence and an MHC pseudo amino acid sequence, predict their binding affinity value. This is MHC class I binding data. From a dataset of Peptide-MHC class I binding affinity with 185,985 pairs from IEDB/IMGT. (1) The peptide sequence is IEFIEVVRL. The MHC is HLA-B08:01 with pseudo-sequence HLA-B08:01. The binding affinity (normalized) is 0.0847. (2) The peptide sequence is LLFRRLTSR. The MHC is HLA-A03:01 with pseudo-sequence HLA-A03:01. The binding affinity (normalized) is 0.757. (3) The peptide sequence is WVGRASDPD. The MHC is HLA-B27:05 with pseudo-sequence HLA-B27:05. The binding affinity (normalized) is 0.0847.